This data is from Reaction yield outcomes from USPTO patents with 853,638 reactions. The task is: Predict the reaction yield, written as a fraction of the theoretical maximum amount of product (1.0 means a 100% yield; for example, 0.34 means a 34% yield). The reactants are I[CH3:2].[C:3]([C:5]1[CH:10]=[CH:9][C:8]([NH:11][C:12]([NH2:14])=[S:13])=[CH:7][CH:6]=1)#[N:4]. The catalyst is CC(C)=O. The product is [C:3]([C:5]1[CH:6]=[CH:7][C:8]([N:11]=[C:12]([S:13][CH3:2])[NH2:14])=[CH:9][CH:10]=1)#[N:4]. The yield is 0.840.